Dataset: Full USPTO retrosynthesis dataset with 1.9M reactions from patents (1976-2016). Task: Predict the reactants needed to synthesize the given product. Given the product [Cl:9][C:10]1[N:15]=[C:14]([CH2:16][O:17][C:2]2[S:6][N:5]=[C:4]([S:7][CH3:8])[N:3]=2)[CH:13]=[CH:12][CH:11]=1, predict the reactants needed to synthesize it. The reactants are: Cl[C:2]1[S:6][N:5]=[C:4]([S:7][CH3:8])[N:3]=1.[Cl:9][C:10]1[N:15]=[C:14]([CH2:16][OH:17])[CH:13]=[CH:12][CH:11]=1.[H-].[Na+].[Cl-].[Na+].